This data is from Forward reaction prediction with 1.9M reactions from USPTO patents (1976-2016). The task is: Predict the product of the given reaction. (1) Given the reactants [OH:1][C:2]1[CH:11]=[CH:10][C:5]2[C:6](=[O:9])[CH2:7][O:8][C:4]=2[CH:3]=1.[CH3:12][N:13]1[CH2:18][CH2:17][NH:16][CH2:15][CH2:14]1.[CH2:19]=O, predict the reaction product. The product is: [OH:1][C:2]1[CH:11]=[CH:10][C:5]2[C:6](=[O:9])[CH2:7][O:8][C:4]=2[C:3]=1[CH2:12][N:13]1[CH2:18][CH2:17][N:16]([CH3:19])[CH2:15][CH2:14]1. (2) Given the reactants [Cl:1][C:2]1[N:7]=[C:6]([O:8][CH3:9])[C:5]([CH:10]([C:12]2[CH:17]=[CH:16][C:15]([CH2:18][CH3:19])=[CH:14][CH:13]=2)[OH:11])=[CH:4][CH:3]=1.C(=O)(O)[O-].[Na+].S([O-])([O-])(=O)=S.[Na+].[Na+], predict the reaction product. The product is: [CH2:18]([C:15]1[CH:14]=[CH:13][C:12]([C:10]([C:5]2[C:6]([O:8][CH3:9])=[N:7][C:2]([Cl:1])=[CH:3][CH:4]=2)=[O:11])=[CH:17][CH:16]=1)[CH3:19].